Regression. Given a peptide amino acid sequence and an MHC pseudo amino acid sequence, predict their binding affinity value. This is MHC class II binding data. From a dataset of Peptide-MHC class II binding affinity with 134,281 pairs from IEDB. The peptide sequence is YVENGLISRVLDGLV. The MHC is DRB1_0401 with pseudo-sequence DRB1_0401. The binding affinity (normalized) is 0.427.